From a dataset of Full USPTO retrosynthesis dataset with 1.9M reactions from patents (1976-2016). Predict the reactants needed to synthesize the given product. The reactants are: Br[CH:2]([CH:5]1[CH2:10][CH2:9][N:8]([C:11]([O:13][C:14]([CH3:17])([CH3:16])[CH3:15])=[O:12])[CH2:7][CH2:6]1)[CH:3]=O.[CH3:18][C:19]1[C:20]([NH2:25])=[N:21][CH:22]=[CH:23][CH:24]=1. Given the product [CH3:18][C:19]1[C:20]2[N:21]([C:2]([CH:5]3[CH2:10][CH2:9][N:8]([C:11]([O:13][C:14]([CH3:17])([CH3:16])[CH3:15])=[O:12])[CH2:7][CH2:6]3)=[CH:3][N:25]=2)[CH:22]=[CH:23][CH:24]=1, predict the reactants needed to synthesize it.